Dataset: Catalyst prediction with 721,799 reactions and 888 catalyst types from USPTO. Task: Predict which catalyst facilitates the given reaction. (1) Reactant: [CH2:1]([O:3][C:4]([C:6]1([C:9]2[CH:14]=[CH:13][C:12]([C:15]3[CH:20]=[CH:19][C:18](Br)=[CH:17][C:16]=3[O:22][CH3:23])=[CH:11][CH:10]=2)[CH2:8][CH2:7]1)=[O:5])[CH3:2].[CH3:24][C:25]1([CH3:41])[C:29]([CH3:31])([CH3:30])[O:28][B:27]([B:27]2[O:28][C:29]([CH3:31])([CH3:30])[C:25]([CH3:41])([CH3:24])[O:26]2)[O:26]1.C([O-])(=O)C.[K+].O. Product: [CH2:1]([O:3][C:4]([C:6]1([C:9]2[CH:14]=[CH:13][C:12]([C:15]3[CH:20]=[CH:19][C:18]([B:27]4[O:28][C:29]([CH3:31])([CH3:30])[C:25]([CH3:41])([CH3:24])[O:26]4)=[CH:17][C:16]=3[O:22][CH3:23])=[CH:11][CH:10]=2)[CH2:8][CH2:7]1)=[O:5])[CH3:2]. The catalyst class is: 12. (2) Reactant: [H-].[Na+].[I:3][C:4]1[CH:5]=[C:6]2[C:10](=[CH:11][CH:12]=1)[NH:9][C:8](=[O:13])[C:7]2=[O:14].Br[CH2:16][CH2:17][CH2:18][CH2:19][CH3:20].[Cl-].[NH4+]. Product: [I:3][C:4]1[CH:5]=[C:6]2[C:10](=[CH:11][CH:12]=1)[N:9]([CH2:16][CH2:17][CH2:18][CH2:19][CH3:20])[C:8](=[O:13])[C:7]2=[O:14]. The catalyst class is: 9. (3) Reactant: [H-].[Na+].[C:3]([CH:5]1[CH2:11][C:10]2([C:16]3[CH:21]=[CH:20][CH:19]=[CH:18][CH:17]=3)[N:12]([CH2:13][CH:14]=[CH2:15])[CH:6]1[CH2:7][CH2:8][CH:9]2[OH:22])#[N:4].[F:23][C:24]([F:38])([F:37])[C:25]1[CH:26]=[C:27]([CH:30]=[C:31]([C:33]([F:36])([F:35])[F:34])[CH:32]=1)[CH2:28]Br.C1OCCOCCOCCOCCOCCOC1. Product: [F:23][C:24]([F:37])([F:38])[C:25]1[CH:26]=[C:27]([CH2:28][O:22][C@@H:9]2[CH2:8][CH2:7][C@@H:6]3[N:12]([CH2:13][CH:14]=[CH2:15])[C@@:10]2([C:16]2[CH:21]=[CH:20][CH:19]=[CH:18][CH:17]=2)[CH2:11][C@H:5]3[C:3]#[N:4])[CH:30]=[C:31]([C:33]([F:34])([F:35])[F:36])[CH:32]=1. The catalyst class is: 1. (4) Reactant: Cl[C:2]1[CH:7]=[CH:6][N:5]2[C:8](=[O:23])[N:9]([CH2:11][C:12]3[C:13]([CH3:22])=[N:14][C:15]([C:18]([F:21])([F:20])[F:19])=[CH:16][CH:17]=3)[N:10]=[C:4]2[C:3]=1[C:24]1[CH:29]=[CH:28][N:27]=[CH:26][CH:25]=1.[F:30][C:31]([F:42])([F:41])[C:32]1[CH:37]=[CH:36][C:35](B(O)O)=[CH:34][CH:33]=1.C(=O)([O-])[O-].[Na+].[Na+]. Product: [CH3:22][C:13]1[C:12]([CH2:11][N:9]2[C:8](=[O:23])[N:5]3[CH:6]=[CH:7][C:2]([C:35]4[CH:36]=[CH:37][C:32]([C:31]([F:42])([F:41])[F:30])=[CH:33][CH:34]=4)=[C:3]([C:24]4[CH:29]=[CH:28][N:27]=[CH:26][CH:25]=4)[C:4]3=[N:10]2)=[CH:17][CH:16]=[C:15]([C:18]([F:21])([F:20])[F:19])[N:14]=1. The catalyst class is: 109. (5) Reactant: [CH2:1]([C:8]1[N:9]=[N:10][C:11](Cl)=[C:12]([CH3:15])[C:13]=1[CH3:14])[C:2]1[CH:7]=[CH:6][CH:5]=[CH:4][CH:3]=1.[CH2:17]([O:19][C:20]([CH:22]1[CH2:27][CH2:26][NH:25][CH2:24][CH2:23]1)=[O:21])[CH3:18].CCN(C(C)C)C(C)C. Product: [CH2:17]([O:19][C:20]([CH:22]1[CH2:27][CH2:26][N:25]([C:11]2[N:10]=[N:9][C:8]([CH2:1][C:2]3[CH:7]=[CH:6][CH:5]=[CH:4][CH:3]=3)=[C:13]([CH3:14])[C:12]=2[CH3:15])[CH2:24][CH2:23]1)=[O:21])[CH3:18]. The catalyst class is: 37. (6) Reactant: [Cl:1][C:2]1[N:7]=[N:6][C:5]([NH:8][C:9]2[CH:14]=[CH:13][N:12]=[C:11](S(C)=O)[N:10]=2)=[CH:4][C:3]=1[C:18]1[CH:23]=[CH:22][CH:21]=[CH:20][CH:19]=1.[Cl:24][C:25]1[CH:30]=[CH:29][CH:28]=[CH:27][C:26]=1[CH2:31][CH2:32][NH2:33]. Product: [Cl:24][C:25]1[CH:30]=[CH:29][CH:28]=[CH:27][C:26]=1[CH2:31][CH2:32][NH:33][C:11]1[N:10]=[C:9]([NH:8][C:5]2[N:6]=[N:7][C:2]([Cl:1])=[C:3]([C:18]3[CH:23]=[CH:22][CH:21]=[CH:20][CH:19]=3)[CH:4]=2)[CH:14]=[CH:13][N:12]=1. The catalyst class is: 3. (7) The catalyst class is: 34. Reactant: Br[CH2:2][O:3][C:4](=[O:6])[CH3:5].[CH2:7]([O:14][C:15]1[C:24](=[O:25])[C:23]2[C:18](=[CH:19][C:20]([O:27][CH2:28][C:29]3[CH:34]=[CH:33][CH:32]=[CH:31][CH:30]=3)=[CH:21][C:22]=2[OH:26])[O:17][C:16]=1[C:35]1[CH:40]=[CH:39][C:38]([O:41][CH2:42][C:43]2[CH:48]=[CH:47][CH:46]=[CH:45][CH:44]=2)=[C:37]([OH:49])[CH:36]=1)[C:8]1[CH:13]=[CH:12][CH:11]=[CH:10][CH:9]=1.C(N(CC)CC)C. Product: [C:4]([O:3][CH2:2][O:49][C:37]1[CH:36]=[C:35]([C:16]2[O:17][C:18]3[C:23]([C:24](=[O:25])[C:15]=2[O:14][CH2:7][C:8]2[CH:9]=[CH:10][CH:11]=[CH:12][CH:13]=2)=[C:22]([OH:26])[CH:21]=[C:20]([O:27][CH2:28][C:29]2[CH:30]=[CH:31][CH:32]=[CH:33][CH:34]=2)[CH:19]=3)[CH:40]=[CH:39][C:38]=1[O:41][CH2:42][C:43]1[CH:44]=[CH:45][CH:46]=[CH:47][CH:48]=1)(=[O:6])[CH3:5].